From a dataset of Forward reaction prediction with 1.9M reactions from USPTO patents (1976-2016). Predict the product of the given reaction. (1) Given the reactants Cl[C:2]1[C:3]2[C:10]([C:11]3[O:15][CH:14]=[N:13][CH:12]=3)=[CH:9][N:8]([CH:16]3[C:20]([CH3:22])([OH:21])[CH:19]([OH:23])[CH:18]([CH2:24][OH:25])[O:17]3)[C:4]=2[N:5]=[CH:6][N:7]=1.C[Si](C)(C)[O:28][NH2:29], predict the reaction product. The product is: [OH:28][NH:29][C:2]1[C:3]2[C:10]([C:11]3[O:15][CH:14]=[N:13][CH:12]=3)=[CH:9][N:8]([CH:16]3[C:20]([CH3:22])([OH:21])[CH:19]([OH:23])[CH:18]([CH2:24][OH:25])[O:17]3)[C:4]=2[N:5]=[CH:6][N:7]=1. (2) Given the reactants [Br:1][CH2:2][C:3]1[CH:4]=[C:5]([C:9]2[O:13][C:12]([C:14]3[C:15]([N:30](C(OC(C)(C)C)=O)C(=O)OC(C)(C)C)=[N:16][CH:17]=[C:18]([C:20]4[CH:25]=[CH:24][C:23](=[O:26])[N:22]([CH:27]([CH3:29])[CH3:28])[CH:21]=4)[N:19]=3)=[N:11][N:10]=2)[CH:6]=[CH:7][CH:8]=1.Cl, predict the reaction product. The product is: [NH2:30][C:15]1[N:16]=[CH:17][C:18]([C:20]2[CH:25]=[CH:24][C:23](=[O:26])[N:22]([CH:27]([CH3:28])[CH3:29])[CH:21]=2)=[N:19][C:14]=1[C:12]1[O:13][C:9]([C:5]2[CH:6]=[CH:7][CH:8]=[C:3]([CH2:2][Br:1])[CH:4]=2)=[N:10][N:11]=1. (3) Given the reactants [F:1][C:2]1[CH:3]=[C:4]([C:9](=[C:23]2[CH2:28][C:27]([CH3:30])([CH3:29])[O:26][C:25]([CH3:32])([CH3:31])[CH2:24]2)[C:10]2[CH:15]=[CH:14][C:13](/[CH:16]=[CH:17]/[C:18]([O:20]CC)=[O:19])=[CH:12][CH:11]=2)[CH:5]=[CH:6][C:7]=1[OH:8].[OH-].[Na+].Cl, predict the reaction product. The product is: [F:1][C:2]1[CH:3]=[C:4]([C:9](=[C:23]2[CH2:24][C:25]([CH3:32])([CH3:31])[O:26][C:27]([CH3:30])([CH3:29])[CH2:28]2)[C:10]2[CH:11]=[CH:12][C:13](/[CH:16]=[CH:17]/[C:18]([OH:20])=[O:19])=[CH:14][CH:15]=2)[CH:5]=[CH:6][C:7]=1[OH:8]. (4) The product is: [OH:4][CH2:5][C:6]1[N:10]([CH3:11])[C:9]2[C:12]([N:16]3[CH2:17][CH2:18][N:19]([C:22]([O:24][C:25]([CH3:28])([CH3:27])[CH3:26])=[O:23])[CH2:20][CH2:21]3)=[CH:13][CH:14]=[CH:15][C:8]=2[N:7]=1. Given the reactants C([O:4][CH2:5][C:6]1[N:10]([CH3:11])[C:9]2[C:12]([N:16]3[CH2:21][CH2:20][N:19]([C:22]([O:24][C:25]([CH3:28])([CH3:27])[CH3:26])=[O:23])[CH2:18][CH2:17]3)=[CH:13][CH:14]=[CH:15][C:8]=2[N:7]=1)(=O)C.C(=O)([O-])[O-].[Cs+].[Cs+], predict the reaction product. (5) Given the reactants ClC(Cl)(O[C:5](=[O:11])[O:6][C:7](Cl)(Cl)Cl)Cl.[F:13][C:14]([F:18])([F:17])CO.N1C=CC=CC=1.FC(F)(F)C(O)=O.[CH3:32][S:33]([C:36]1[CH:57]=[CH:56][C:39]([O:40][C:41]2[N:46]=[CH:45][N:44]=[C:43]3[N:47]([CH:50]4[CH2:55][CH2:54][NH:53][CH2:52][CH2:51]4)[N:48]=[CH:49][C:42]=23)=[CH:38][CH:37]=1)(=[O:35])=[O:34].C(N(C(C)C)CC)(C)C, predict the reaction product. The product is: [F:18][C:14]([F:13])([F:17])[CH2:7][O:6][C:5]([N:53]1[CH2:54][CH2:55][CH:50]([N:47]2[C:43]3=[N:44][CH:45]=[N:46][C:41]([O:40][C:39]4[CH:38]=[CH:37][C:36]([S:33]([CH3:32])(=[O:34])=[O:35])=[CH:57][CH:56]=4)=[C:42]3[CH:49]=[N:48]2)[CH2:51][CH2:52]1)=[O:11]. (6) Given the reactants C([SiH](CC)CC)C.C([O:15][C:16]1[C:17]2[N:18]([N:23]=[CH:24][C:25]=2[CH2:26]O)[CH:19]=[C:20]([Cl:22])[N:21]=1)C1C=CC=CC=1, predict the reaction product. The product is: [Cl:22][C:20]1[N:21]=[C:16]([OH:15])[C:17]2[N:18]([N:23]=[CH:24][C:25]=2[CH3:26])[CH:19]=1. (7) Given the reactants [C:1]([O:5][C:6](=[O:25])/[CH:7]=[CH:8]/[C:9]1[S:10][C:11]([C:15]([O:17]CC2C=CC=CC=2)=[O:16])=[CH:12][C:13]=1[CH3:14])([CH3:4])([CH3:3])[CH3:2], predict the reaction product. The product is: [C:1]([O:5][C:6](=[O:25])[CH2:7][CH2:8][C:9]1[S:10][C:11]([C:15]([OH:17])=[O:16])=[CH:12][C:13]=1[CH3:14])([CH3:4])([CH3:2])[CH3:3]. (8) Given the reactants [CH:1]1[C:6]([C:7]([NH:9][NH2:10])=[O:8])=[CH:5][CH:4]=[N:3][CH:2]=1.CC1C2O[C@:19]3(C)OC=C[C@H](OC)[C@@H](C)[C@@H](OC(C)=O)[C@H](C)[C@H](O)[C@H](C)[C@@H](O)[C@@H](C)C=CC=[C:36](C)[C:37]([NH:39][C:40]4[C:43](/[CH:46]=N/N5CCN(C)CC5)=[C:44](O)[C:15]([C:16]=2[C:20]3=O)=[C:14]([C:41]=4O)C=1O)=O.[CH3:70][C@@H:71]1[O:75][C@@H:74]([O:76][C@H:77]2[C@H:82]([OH:83])[C@@H:81]([OH:84])[C@H:80]([NH:85][C:86]([NH2:88])=[NH:87])[C@@H:79]([OH:89])[C@@H:78]2[NH:90][C:91]([NH2:93])=[NH:92])[C@H:73]([O:94][C@@H:95]2[O:100][C@@H:99]([CH2:101][OH:102])[C@H:98]([OH:103])[C@@H:97]([OH:104])[C@@H:96]2[NH:105][CH3:106])[C@@:72]1([OH:109])[CH:107]=[O:108].[CH3:110][CH2:111][C@H:112]([NH:115][CH2:116][CH2:117][NH:118][C@H:119]([CH2:122][OH:123])[CH2:120][CH3:121])[CH2:113][OH:114].N1C=CN=CC=1C(N)=O, predict the reaction product. The product is: [CH:1]1[C:6]([C:7]([NH:9][NH2:10])=[O:8])=[CH:5][CH:4]=[N:3][CH:2]=1.[CH3:70][C@@H:71]1[O:75][C@@H:74]([O:76][C@H:77]2[C@H:82]([OH:83])[C@@H:81]([OH:84])[C@H:80]([NH:85][C:86]([NH2:88])=[NH:87])[C@@H:79]([OH:89])[C@@H:78]2[NH:90][C:91]([NH2:93])=[NH:92])[C@H:73]([O:94][C@@H:95]2[O:100][C@@H:99]([CH2:101][OH:102])[C@H:98]([OH:103])[C@@H:97]([OH:104])[C@@H:96]2[NH:105][CH3:106])[C@@:72]1([OH:109])[CH:107]=[O:108].[CH3:121][CH2:120][C@H:119]([NH:118][CH2:117][CH2:116][NH:115][C@H:112]([CH2:113][OH:114])[CH2:111][CH3:110])[CH2:122][OH:123].[CH3:73][C:72]([CH3:107])=[CH:71][CH2:4][CH2:5]/[C:6](/[CH3:7])=[CH:1]/[CH2:2][NH:3][CH2:36][CH2:37][NH:39][CH:40]1[CH:41]2[CH2:14][CH:15]3[CH2:16][CH:20]([CH2:19]2)[CH2:46][CH:43]1[CH2:44]3. (9) Given the reactants Br[C:2]1[CH:24]=[CH:23][CH:22]=[CH:21][C:3]=1[CH2:4][O:5][C:6]1[N:11]=[C:10]2[CH2:12][CH2:13][CH2:14][C:9]2=[C:8]([C:15]2[CH:16]=[N:17][CH:18]=[N:19][CH:20]=2)[CH:7]=1.ClCl.[CH3:27][N:28](C=O)C, predict the reaction product. The product is: [N:17]1[CH:16]=[C:15]([C:8]2[CH:7]=[C:6]([O:5][CH2:4][C:3]3[CH:21]=[CH:22][CH:23]=[CH:24][C:2]=3[C:27]#[N:28])[N:11]=[C:10]3[CH2:12][CH2:13][CH2:14][C:9]=23)[CH:20]=[N:19][CH:18]=1. (10) Given the reactants Br[C:2]1[CH:3]=[C:4]([CH2:9][N:10]([CH3:23])[C:11]([C:13]2[CH:14]=[C:15]([CH:20]=[CH:21][CH:22]=2)[C:16]([O:18][CH3:19])=[O:17])=[O:12])[CH:5]=[CH:6][C:7]=1[F:8].[CH3:24][C:25]([O:28][C:29]([N:31]1[CH2:36][CH2:35][N:34]([CH2:37][C:38]2[CH:39]=[C:40](B(O)O)[CH:41]=[CH:42][CH:43]=2)[CH2:33][C@@H:32]1[CH3:47])=[O:30])([CH3:27])[CH3:26].C([O-])([O-])=O.[K+].[K+], predict the reaction product. The product is: [F:8][C:7]1[CH:6]=[CH:5][C:4]([CH2:9][N:10]([CH3:23])[C:11]([C:13]2[CH:22]=[CH:21][CH:20]=[C:15]([C:16]([O:18][CH3:19])=[O:17])[CH:14]=2)=[O:12])=[CH:3][C:2]=1[C:40]1[CH:41]=[CH:42][CH:43]=[C:38]([CH2:37][N:34]2[CH2:35][CH2:36][N:31]([C:29]([O:28][C:25]([CH3:27])([CH3:26])[CH3:24])=[O:30])[C@@H:32]([CH3:47])[CH2:33]2)[CH:39]=1.